This data is from Human Reference Interactome with 51,813 positive PPI pairs across 8,248 proteins, plus equal number of experimentally-validated negative pairs. The task is: Binary Classification. Given two protein amino acid sequences, predict whether they physically interact or not. Protein 1 (ENSG00000117899) has sequence MAASRWARKAVVLLCASDLLLLLLLLPPPGSCAAEGSPGTPDESTPPPRKKKKDIRDYNDADMARLLEQWEKDDDIEEGDLPEHKRPSAPVDFSKIDPSKPESILKMTKKGKTLMMFVTVSGSPTEKETEEITSLWQGSLFNANYDVQRFIVGSDRAIFMLRDGSYAWEIKDFLVGQDRCADVTLEGQVYPGKGGGSKEKNKTKQDKGKKKKEGDLKSRSSKEENRAGNKREDL*MAASRWARKAVVLLCASDLLLLLLLLPPPGSCAAEGSPGTPDESTPPPRKKKKDIRDYNDADMAR.... Protein 2 (ENSG00000186166) has sequence MAPAQRCPLCRQTFFCGRGHVYSRKHQRQLKEALERLLPQVEAARKAIRAAQVERYVPEHERCCWCLCCGCEVREHLSHGNLTVLYGGLLEHLASPEHKKATNKFWWENKAEVQMKEKFLVTPQDYARFKKSMVKGLDSYEEKEDKVIKEMAAQIREVEQSRQEVVRSVLEPQAVPDPEEGSSAPRSWKGMNSQVASSLQQPSNLDLPPAPELDWMETGPSLTFIGHQDIPGVGNIHSGATPPWMIQDEEYIAGNQEIGPSYEEFLKEKEKQKLKKLPPDRVGANFDHSSRTSAGWLPSF.... Result: 1 (the proteins interact).